This data is from Catalyst prediction with 721,799 reactions and 888 catalyst types from USPTO. The task is: Predict which catalyst facilitates the given reaction. (1) Reactant: C(N(CC)CC)C.[C:8]([CH2:10][C:11]([O:13][CH2:14][CH3:15])=[O:12])#[N:9].[CH2:16]([CH:18]([CH2:22][CH3:23])[C:19](Cl)=[O:20])[CH3:17]. Product: [C:8]([C:10](=[C:19]([OH:20])[CH:18]([CH2:22][CH3:23])[CH2:16][CH3:17])[C:11]([O:13][CH2:14][CH3:15])=[O:12])#[N:9]. The catalyst class is: 10. (2) Reactant: FC(F)(F)C(O)=O.[Cl:8][C:9]1[C:17]2[C:12](=[CH:13][CH:14]=[CH:15][C:16]=2[NH:18][C:19]2[C:27]3[C:22](=[CH:23][N:24]=[CH:25][CH:26]=3)[O:21][C:20]=2[C:28]2[N:33]=[CH:32][CH:31]=[CH:30][N:29]=2)[N:11](C(OC(C)(C)C)=O)[N:10]=1. Product: [Cl:8][C:9]1[C:17]2[C:16]([NH:18][C:19]3[C:27]4[C:22](=[CH:23][N:24]=[CH:25][CH:26]=4)[O:21][C:20]=3[C:28]3[N:33]=[CH:32][CH:31]=[CH:30][N:29]=3)=[CH:15][CH:14]=[CH:13][C:12]=2[NH:11][N:10]=1. The catalyst class is: 4. (3) The catalyst class is: 36. Product: [Cl:43][C:42]1[CH:41]=[N:40][N:39]([CH3:44])[C:38]=1[C:20]1[CH:21]=[C:22]([NH:25][C:26](=[O:37])[C:27]2[CH:32]=[CH:31][CH:30]=[C:29]([C:33]([F:36])([F:34])[F:35])[CH:28]=2)[CH:23]=[CH:24][C:19]=1[O:18][CH2:17][C:16]([CH3:46])([NH:15][CH2:47][CH2:48][CH3:49])[CH3:45]. Reactant: C(O[BH-](OC(=O)C)OC(=O)C)(=O)C.[Na+].[NH2:15][C:16]([CH3:46])([CH3:45])[CH2:17][O:18][C:19]1[CH:24]=[CH:23][C:22]([NH:25][C:26](=[O:37])[C:27]2[CH:32]=[CH:31][CH:30]=[C:29]([C:33]([F:36])([F:35])[F:34])[CH:28]=2)=[CH:21][C:20]=1[C:38]1[N:39]([CH3:44])[N:40]=[CH:41][C:42]=1[Cl:43].[CH:47](=O)[CH2:48][CH3:49].C(Cl)(=O)C. (4) Reactant: C[O:2][C:3](=[O:38])[C:4]1[CH:9]=[C:8]([O:10][CH2:11][C:12]2[S:13][CH:14]=[C:15]([C:17]3[CH:22]=[CH:21][C:20]([O:23][CH2:24][C:25]4[CH:30]=[CH:29][C:28]([CH:31]([CH2:35][CH2:36][CH3:37])[CH2:32][CH2:33][CH3:34])=[CH:27][CH:26]=4)=[CH:19][CH:18]=3)[N:16]=2)[CH:7]=[N:6][CH:5]=1.O1CCCC1.[OH-].[Na+].Cl. Product: [CH2:32]([CH:31]([C:28]1[CH:27]=[CH:26][C:25]([CH2:24][O:23][C:20]2[CH:19]=[CH:18][C:17]([C:15]3[N:16]=[C:12]([CH2:11][O:10][C:8]4[CH:7]=[N:6][CH:5]=[C:4]([CH:9]=4)[C:3]([OH:38])=[O:2])[S:13][CH:14]=3)=[CH:22][CH:21]=2)=[CH:30][CH:29]=1)[CH2:35][CH2:36][CH3:37])[CH2:33][CH3:34]. The catalyst class is: 8. (5) Reactant: [F:1][C:2]1[CH:3]=[C:4]([OH:17])[C:5]2[N:6]([C:8]([C:12]([O:14][CH2:15][CH3:16])=[O:13])=[C:9]([CH3:11])[N:10]=2)[CH:7]=1.C(=O)([O-])[O-].[Cs+].[Cs+].[F:24][C:25]1[CH:32]=[CH:31][CH:30]=[C:29]([F:33])[C:26]=1[CH2:27]Br.O. Product: [F:24][C:25]1[CH:32]=[CH:31][CH:30]=[C:29]([F:33])[C:26]=1[CH2:27][O:17][C:4]1[C:5]2[N:6]([C:8]([C:12]([O:14][CH2:15][CH3:16])=[O:13])=[C:9]([CH3:11])[N:10]=2)[CH:7]=[C:2]([F:1])[CH:3]=1. The catalyst class is: 3.